This data is from Forward reaction prediction with 1.9M reactions from USPTO patents (1976-2016). The task is: Predict the product of the given reaction. (1) The product is: [CH2:3]([C:5]1[CH:6]=[CH:7][C:8]([CH2:9][C:10]2[C:15]([C:16]#[N:17])=[C:14]([O:18][CH3:19])[CH:13]=[C:12]([C@:20]3([O:38][C@H:37]([CH2:39][OH:40])[C@@H:32]([OH:33])[C@H:27]([OH:28])[C@H:22]3[OH:23])[OH:21])[CH:11]=2)=[CH:44][CH:45]=1)[CH3:4]. Given the reactants [OH-].[Na+].[CH2:3]([C:5]1[CH:45]=[CH:44][C:8]([CH2:9][C:10]2[C:15]([C:16]#[N:17])=[C:14]([O:18][CH3:19])[CH:13]=[C:12]([C@:20]3([O:38][C@H:37]([CH2:39][O:40]C(=O)C)[C@@H:32]([O:33]C(=O)C)[C@H:27]([O:28]C(=O)C)[C@H:22]3[O:23]C(=O)C)[OH:21])[CH:11]=2)=[CH:7][CH:6]=1)[CH3:4].Cl, predict the reaction product. (2) Given the reactants [CH2:1]([O:3][C:4]1[N:9]=[C:8]([CH3:10])[C:7]([N+:11]([O-:13])=[O:12])=[CH:6][CH:5]=1)[CH3:2].CO[CH:16](OC)[N:17]([CH3:19])[CH3:18], predict the reaction product. The product is: [CH2:1]([O:3][C:4]1[N:9]=[C:8](/[CH:10]=[CH:16]/[N:17]([CH3:19])[CH3:18])[C:7]([N+:11]([O-:13])=[O:12])=[CH:6][CH:5]=1)[CH3:2].